This data is from TCR-epitope binding with 47,182 pairs between 192 epitopes and 23,139 TCRs. The task is: Binary Classification. Given a T-cell receptor sequence (or CDR3 region) and an epitope sequence, predict whether binding occurs between them. The TCR CDR3 sequence is CASSLDRDPNQPQHF. Result: 0 (the TCR does not bind to the epitope). The epitope is ELAGIGILTV.